Dataset: Full USPTO retrosynthesis dataset with 1.9M reactions from patents (1976-2016). Task: Predict the reactants needed to synthesize the given product. (1) Given the product [CH2:21]([N:18]1[CH2:19][CH2:20][N:15]([C:11]2[CH:10]=[C:9]([NH:8][C:5]3[N:4]=[CH:3][C:2](/[CH:56]=[CH:57]/[C:33]4[CH:32]=[C:27]([CH:26]=[C:25]([O:24][CH3:23])[CH:34]=4)[C:28]([O:30][CH3:31])=[O:29])=[CH:7][N:6]=3)[CH:14]=[CH:13][CH:12]=2)[CH2:16][CH2:17]1)[CH3:22], predict the reactants needed to synthesize it. The reactants are: Br[C:2]1[CH:3]=[N:4][C:5]([NH:8][C:9]2[CH:14]=[CH:13][CH:12]=[C:11]([N:15]3[CH2:20][CH2:19][N:18]([CH2:21][CH3:22])[CH2:17][CH2:16]3)[CH:10]=2)=[N:6][CH:7]=1.[CH3:23][O:24][C:25]1[CH:26]=[C:27]([CH:32]=[CH:33][C:34]=1/C=C/B1OC(C)(C)C(C)(C)O1)[C:28]([O:30][CH3:31])=[O:29].C([O-])([O-])=O.[K+].[K+].C(Cl)Cl.O1CCO[CH2:57][CH2:56]1. (2) Given the product [Cl:17][C:18]1[CH:19]=[C:20]([C:24]2[C:33]3[C:28](=[CH:29][CH:30]=[C:31]([C:34]([C:36]4[N:40]([CH3:41])[CH:39]=[N:38][CH:37]=4)([C:13]4[S:12][CH:16]=[CH:15][N:14]=4)[OH:35])[CH:32]=3)[N:27]=[C:26]([O:42][CH3:43])[CH:25]=2)[CH:21]=[CH:22][CH:23]=1, predict the reactants needed to synthesize it. The reactants are: [Li]CCCC.CCCCCC.[S:12]1[CH:16]=[CH:15][N:14]=[CH:13]1.[Cl:17][C:18]1[CH:19]=[C:20]([C:24]2[C:33]3[C:28](=[CH:29][CH:30]=[C:31]([C:34]([C:36]4[N:40]([CH3:41])[CH:39]=[N:38][CH:37]=4)=[O:35])[CH:32]=3)[N:27]=[C:26]([O:42][CH3:43])[CH:25]=2)[CH:21]=[CH:22][CH:23]=1. (3) Given the product [O:22]1[C:21]2[CH:25]=[CH:26][C:18]([CH2:17][N:13]3[C:12](=[O:27])[C:11]4[C:10]([OH:28])=[C:5]5[C:4]([CH:9]=[CH:8][CH:7]=[N:6]5)=[C:1]([CH3:2])[C:15]=4[C:14]3=[O:16])=[CH:19][C:20]=2[O:24][CH2:23]1, predict the reactants needed to synthesize it. The reactants are: [C:1]([C:4]1[C:5]([C:10]([OH:28])=[C:11]2[CH2:15][C:14](=[O:16])[N:13]([CH2:17][C:18]3[CH:26]=[CH:25][C:21]4[O:22][CH2:23][O:24][C:20]=4[CH:19]=3)[C:12]2=[O:27])=[N:6][CH:7]=[CH:8][CH:9]=1)(=O)[CH3:2].[H-].[Na+].CC(O)=O. (4) The reactants are: CN(C)C=O.C(=O)([O-])[O-].[K+].[K+].I[C:13]1[C:18]([O:19][C:20]2[C:29]3[C:24](=[CH:25][C:26]([O:32][CH3:33])=[C:27]([O:30][CH3:31])[CH:28]=3)[N:23]=[CH:22][CH:21]=2)=[CH:17][CH:16]=[C:15]([CH3:34])[N:14]=1.[C:35]([C:38]1[CH:43]=[CH:42][C:41](B(O)O)=[CH:40][CH:39]=1)(=[O:37])[CH3:36]. Given the product [CH3:31][O:30][C:27]1[CH:28]=[C:29]2[C:24](=[CH:25][C:26]=1[O:32][CH3:33])[N:23]=[CH:22][CH:21]=[C:20]2[O:19][C:18]1[C:13]([C:41]2[CH:42]=[CH:43][C:38]([C:35](=[O:37])[CH3:36])=[CH:39][CH:40]=2)=[N:14][C:15]([CH3:34])=[CH:16][CH:17]=1, predict the reactants needed to synthesize it. (5) Given the product [CH3:16][N:17]([CH3:18])[C:2]1[C:7]([C:8]([F:11])([F:10])[F:9])=[CH:6][C:5]([N+:12]([O-:14])=[O:13])=[CH:4][N:3]=1, predict the reactants needed to synthesize it. The reactants are: Cl[C:2]1[C:7]([C:8]([F:11])([F:10])[F:9])=[CH:6][C:5]([N+:12]([O-:14])=[O:13])=[CH:4][N:3]=1.Cl.[CH3:16][NH:17][CH3:18].C(=O)([O-])[O-].[K+].[K+].O1CCOCCOCCOCCOCCOCC1. (6) Given the product [Cl:40][C:36]1[CH:35]=[C:34]([CH:31]([NH:30][C:9](=[O:29])[CH2:10][N:11]([C:6]2[CH:5]=[CH:4][N:3]=[C:2]([Cl:1])[N:7]=2)[CH3:12])[CH2:32][OH:33])[CH:39]=[CH:38][CH:37]=1, predict the reactants needed to synthesize it. The reactants are: [Cl:1][C:2]1[N:7]=[C:6](Cl)[CH:5]=[CH:4][N:3]=1.[CH3:9][CH2:10][N:11]=[C:12]=NCCCN(C)C.C1C=CC2N([OH:29])N=NC=2C=1.[NH2:30][C@@H:31]([C:34]1[CH:39]=[CH:38][CH:37]=[C:36]([Cl:40])[CH:35]=1)[CH2:32][OH:33]. (7) The reactants are: Cl.[NH2:2][CH2:3][C:4](=O)[CH2:5][CH2:6][C:7]([O:9]C)=O.O.[NH2:13][NH2:14].C(N(CC)CC)C.[F:22][C:23]1[CH:28]=[CH:27][CH:26]=[CH:25][C:24]=1[CH2:29][C:30](Cl)=[O:31]. Given the product [F:22][C:23]1[CH:28]=[CH:27][CH:26]=[CH:25][C:24]=1[CH2:29][C:30]([NH:2][CH2:3][C:4]1[CH2:5][CH2:6][C:7](=[O:9])[NH:14][N:13]=1)=[O:31], predict the reactants needed to synthesize it. (8) The reactants are: [CH3:1][C:2]1([CH3:14])[C@@H:4]2[CH2:5][C:6]3[C:10]([C@H:3]12)=[C:9]([CH3:11])[S:8][C:7]=3[C:12]#[N:13].[NH2:15][OH:16].CCOC(C)=O.CCCCCCC. Given the product [OH:16][NH:15][C:12]([C:7]1[S:8][C:9]([CH3:11])=[C:10]2[C:6]=1[CH2:5][C@H:4]1[C:2]([CH3:14])([CH3:1])[C@H:3]12)=[NH:13], predict the reactants needed to synthesize it. (9) Given the product [Cl:36][C:37]1[CH:38]=[N:39][CH:40]=[C:41]([Cl:44])[C:42]=1[NH:43][C:23]([C:16]1[C:15]2[C:14]3[C:9](=[CH:10][CH:11]=[C:12]([Cl:35])[CH:13]=3)[N:8]([CH2:1][C:2]3[CH:3]=[CH:4][CH:5]=[CH:6][CH:7]=3)[C:20]=2[C:19]([O:21][CH3:22])=[CH:18][CH:17]=1)=[O:24], predict the reactants needed to synthesize it. The reactants are: [CH2:1]([N:8]1[C:20]2[C:19]([O:21][CH3:22])=[CH:18][CH:17]=[C:16]([C:23](OC3C=CC([N+]([O-])=O)=CC=3)=[O:24])[C:15]=2[C:14]2[C:9]1=[CH:10][CH:11]=[C:12]([Cl:35])[CH:13]=2)[C:2]1[CH:7]=[CH:6][CH:5]=[CH:4][CH:3]=1.[Cl:36][C:37]1[CH:38]=[N:39][CH:40]=[C:41]([Cl:44])[C:42]=1[NH2:43].[H-].[Na+].Cl.